The task is: Predict which catalyst facilitates the given reaction.. This data is from Catalyst prediction with 721,799 reactions and 888 catalyst types from USPTO. (1) Reactant: [C:1]([N:9]=C=O)(=[O:8])C1C=CC=CC=1.C(O[C:15]([C:17]1[O:32][C:20]2=[N:21][C:22]([C:26]3[CH:31]=[CH:30][CH:29]=[CH:28][CH:27]=3)=[CH:23][C:24]([CH3:25])=[C:19]2[C:18]=1[NH2:33])=[O:16])C.CC[O-].[Na+].C(O)C. Product: [CH3:25][C:24]1[C:19]2[C:18]3[NH:33][C:1](=[O:8])[NH:9][C:15](=[O:16])[C:17]=3[O:32][C:20]=2[N:21]=[C:22]([C:26]2[CH:27]=[CH:28][CH:29]=[CH:30][CH:31]=2)[CH:23]=1. The catalyst class is: 95. (2) Reactant: [Cl:1][C:2]1[CH:7]=[C:6]2[NH:8][C:9](=[O:34])[C:10]3([CH:15]([C:16]4[CH:21]=[CH:20][CH:19]=[C:18]([Cl:22])[CH:17]=4)[CH2:14][C:13](=O)[NH:12][CH:11]3[C:24]3[C:33]4[C:28](=[CH:29][CH:30]=[CH:31][CH:32]=4)[CH:27]=[CH:26][CH:25]=3)[C:5]2=[CH:4][CH:3]=1.[BH4-].[Na+]. Product: [Cl:1][C:2]1[CH:7]=[C:6]2[NH:8][C:9](=[O:34])[C:10]3([CH:15]([C:16]4[CH:21]=[CH:20][CH:19]=[C:18]([Cl:22])[CH:17]=4)[CH2:14][CH2:13][NH:12][CH:11]3[C:24]3[C:33]4[C:28](=[CH:29][CH:30]=[CH:31][CH:32]=4)[CH:27]=[CH:26][CH:25]=3)[C:5]2=[CH:4][CH:3]=1. The catalyst class is: 5. (3) Reactant: [CH3:1][O:2][C:3]1[CH:8]=[C:7]([CH2:9][CH2:10][O:11][CH3:12])[C:6]([O:13][CH3:14])=[CH:5][C:4]=1[CH2:15][C@H:16]([NH:18]C(=O)C(F)(F)F)[CH3:17].[OH-].[Na+].[ClH:27]. Product: [ClH:27].[CH3:1][O:2][C:3]1[CH:8]=[C:7]([CH2:9][CH2:10][O:11][CH3:12])[C:6]([O:13][CH3:14])=[CH:5][C:4]=1[CH2:15][C@H:16]([NH2:18])[CH3:17]. The catalyst class is: 459. (4) Reactant: [F:1][C:2]1[CH:7]=[C:6]([I:8])[CH:5]=[CH:4][C:3]=1[NH:9][C:10]1[N:15]([CH3:16])[C:14](=[O:17])[C:13]2[CH:18]=[C:19]([CH3:21])[O:20][C:12]=2[C:11]=1[C:22]([O-])=[O:23].[K+].[CH:26]([O:28][CH2:29][CH2:30][O:31][NH2:32])=[CH2:27].CCN=C=NCCCN(C)C.C1C=CC2N(O)N=NC=2C=1. Product: [F:1][C:2]1[CH:7]=[C:6]([I:8])[CH:5]=[CH:4][C:3]=1[NH:9][C:10]1[N:15]([CH3:16])[C:14](=[O:17])[C:13]2[CH:18]=[C:19]([CH3:21])[O:20][C:12]=2[C:11]=1[C:22]([NH:32][O:31][CH2:30][CH2:29][O:28][CH:26]=[CH2:27])=[O:23]. The catalyst class is: 3. (5) Reactant: Cl[C:2]1[CH:7]=[CH:6][CH:5]=[C:4]([CH3:8])[N:3]=1.[C:9]([N:12]1[C:21]2[C:16](=[CH:17][C:18]([C:22]3[CH2:27][CH2:26][N:25]([C:28]([O:30][C:31]([CH3:34])([CH3:33])[CH3:32])=[O:29])[CH2:24][CH:23]=3)=[CH:19][CH:20]=2)[C@H:15]([NH2:35])[C@@H:14]([CH3:36])[C@@H:13]1[CH:37]1[CH2:39][CH2:38]1)(=[O:11])[CH3:10].CN(C1C(C2C(P(C3CCCCC3)C3CCCCC3)=CC=CC=2)=CC=CC=1)C.CC(C)([O-])C.[Na+]. The catalyst class is: 102. Product: [C:9]([N:12]1[C:21]2[C:16](=[CH:17][C:18]([C:22]3[CH2:27][CH2:26][N:25]([C:28]([O:30][C:31]([CH3:34])([CH3:33])[CH3:32])=[O:29])[CH2:24][CH:23]=3)=[CH:19][CH:20]=2)[C@H:15]([NH:35][C:2]2[CH:7]=[CH:6][CH:5]=[C:4]([CH3:8])[N:3]=2)[C@@H:14]([CH3:36])[C@@H:13]1[CH:37]1[CH2:38][CH2:39]1)(=[O:11])[CH3:10]. (6) Reactant: O=[C:2]([NH:8][NH:9][C:10](=O)[C:11]1[CH:16]=[CH:15][C:14]([N:17]2[CH2:22][CH2:21][CH:20]([O:23][C:24]3[CH:29]=[CH:28][CH:27]=[CH:26][C:25]=3[C:30]([F:33])([F:32])[F:31])[CH2:19][CH2:18]2)=[CH:13][CH:12]=1)[CH2:3][C:4]([O:6][CH3:7])=[O:5].P12(SP3(SP(SP(S3)(S1)=S)(=S)S2)=S)=[S:36]. Product: [F:31][C:30]([F:33])([F:32])[C:25]1[CH:26]=[CH:27][CH:28]=[CH:29][C:24]=1[O:23][CH:20]1[CH2:21][CH2:22][N:17]([C:14]2[CH:15]=[CH:16][C:11]([C:10]3[S:36][C:2]([CH2:3][C:4]([O:6][CH3:7])=[O:5])=[N:8][N:9]=3)=[CH:12][CH:13]=2)[CH2:18][CH2:19]1. The catalyst class is: 1.